This data is from Reaction yield outcomes from USPTO patents with 853,638 reactions. The task is: Predict the reaction yield, written as a fraction of the theoretical maximum amount of product (1.0 means a 100% yield; for example, 0.34 means a 34% yield). (1) The reactants are [O:1]=[C:2]([CH2:10][CH2:11][CH2:12][CH2:13][C:14]1[CH:23]=[CH:22][C:21]2[CH2:20][CH2:19][CH2:18][NH:17][C:16]=2[N:15]=1)[CH2:3]P(=O)(OC)OC.[F:24][C:25]1[CH:34]=[C:33]2[C:28]([CH:29]=[C:30]([CH:35]=O)[CH:31]=[N:32]2)=[CH:27][CH:26]=1.[Li+].[Cl-].C1CCN2C(=NCCC2)CC1. The catalyst is CC#N. The product is [F:24][C:25]1[CH:34]=[C:33]2[C:28]([CH:29]=[C:30](/[CH:35]=[CH:3]/[C:2](=[O:1])[CH2:10][CH2:11][CH2:12][CH2:13][C:14]3[CH:23]=[CH:22][C:21]4[CH2:20][CH2:19][CH2:18][NH:17][C:16]=4[N:15]=3)[CH:31]=[N:32]2)=[CH:27][CH:26]=1. The yield is 0.730. (2) The reactants are [Si:1](Cl)([C:4]([CH3:7])([CH3:6])[CH3:5])([CH3:3])[CH3:2].[CH3:9][O:10][CH2:11][O:12][C:13]1[CH:14]=[C:15]([CH:18]=[C:19]([O:21][CH2:22][O:23][CH3:24])[CH:20]=1)[CH2:16][OH:17].N1C=CN=C1.Cl. The catalyst is O1CCCC1. The product is [Si:1]([O:17][CH2:16][C:15]1[CH:14]=[C:13]([O:12][CH2:11][O:10][CH3:9])[CH:20]=[C:19]([O:21][CH2:22][O:23][CH3:24])[CH:18]=1)([C:4]([CH3:7])([CH3:6])[CH3:5])([CH3:3])[CH3:2]. The yield is 0.972. (3) The reactants are [Cl:1][C:2]1[S:6][C:5]([C:7]([OH:9])=O)=[CH:4][C:3]=1[C:10]1[N:14]([CH3:15])[N:13]=[CH:12][C:11]=1[CH3:16].[NH2:17][C@@H:18]([CH2:31][C:32]1[CH:37]=[CH:36][CH:35]=[C:34]([F:38])[CH:33]=1)[CH2:19][N:20]1[C:28](=[O:29])[C:27]2[C:22](=[CH:23][CH:24]=[CH:25][CH:26]=2)[C:21]1=[O:30].C(N(CC)C(C)C)(C)C.C1CN([P+](Br)(N2CCCC2)N2CCCC2)CC1.F[P-](F)(F)(F)(F)F. The catalyst is ClCCl. The product is [Cl:1][C:2]1[S:6][C:5]([C:7]([NH:17][C@@H:18]([CH2:31][C:32]2[CH:37]=[CH:36][CH:35]=[C:34]([F:38])[CH:33]=2)[CH2:19][N:20]2[C:28](=[O:29])[C:27]3[C:22](=[CH:23][CH:24]=[CH:25][CH:26]=3)[C:21]2=[O:30])=[O:9])=[CH:4][C:3]=1[C:10]1[N:14]([CH3:15])[N:13]=[CH:12][C:11]=1[CH3:16]. The yield is 0.429. (4) The reactants are C[O:2][C:3](=[O:18])[C@@H:4]([O:15][CH2:16][CH3:17])[CH2:5][C:6]1[CH:7]=[C:8]2[C:12](=[CH:13][CH:14]=1)[NH:11][CH:10]=[CH:9]2.Cl[CH2:20][C:21]1[N:22]=[C:23]([C:27]2[CH:32]=[CH:31][C:30]([CH2:33][CH3:34])=[CH:29][CH:28]=2)[O:24][C:25]=1[CH3:26]. No catalyst specified. The product is [CH2:16]([O:15][C@@H:4]([CH2:5][C:6]1[CH:7]=[C:8]2[C:12](=[CH:13][CH:14]=1)[N:11]([CH2:20][C:21]1[N:22]=[C:23]([C:27]3[CH:28]=[CH:29][C:30]([CH2:33][CH3:34])=[CH:31][CH:32]=3)[O:24][C:25]=1[CH3:26])[CH:10]=[CH:9]2)[C:3]([OH:2])=[O:18])[CH3:17]. The yield is 0.470. (5) The reactants are [CH3:1][C:2]1[CH:3]=[CH:4][C:5]2[NH:6][C:7]3[C:12]([C:13]=2[CH:14]=1)=[CH:11][C:10]([CH3:15])=[CH:9][CH:8]=3.[CH2:16]([CH:18]1[O:20][CH2:19]1)Cl. No catalyst specified. The product is [CH3:1][C:2]1[CH:3]=[CH:4][C:5]2[N:6]([CH2:16][CH:18]3[CH2:19][O:20]3)[C:7]3[C:12]([C:13]=2[CH:14]=1)=[CH:11][C:10]([CH3:15])=[CH:9][CH:8]=3. The yield is 0.690. (6) The reactants are [CH:1]1([CH:4]([NH:6][C:7]([C:9]2[C:17]3[C:12](=[N:13][CH:14]=[C:15](Br)[N:16]=3)[N:11]([CH2:19][O:20][CH2:21][CH2:22][Si:23]([CH3:26])([CH3:25])[CH3:24])[CH:10]=2)=[O:8])[CH3:5])[CH2:3][CH2:2]1.[C:27]1([OH:33])[CH:32]=[CH:31][CH:30]=[CH:29][CH:28]=1.[O-]P([O-])([O-])=O.[K+].[K+].[K+].C(P(C(C)(C)C)C1C=CC=CC=1C1C=CC=CC=1N(C)C)(C)(C)C. The catalyst is CC([O-])=O.CC([O-])=O.[Pd+2].C1(C)C=CC=CC=1. The product is [CH:1]1([CH:4]([NH:6][C:7]([C:9]2[C:17]3[C:12](=[N:13][CH:14]=[C:15]([O:33][C:27]4[CH:32]=[CH:31][CH:30]=[CH:29][CH:28]=4)[N:16]=3)[N:11]([CH2:19][O:20][CH2:21][CH2:22][Si:23]([CH3:26])([CH3:25])[CH3:24])[CH:10]=2)=[O:8])[CH3:5])[CH2:3][CH2:2]1. The yield is 0.460. (7) The reactants are [Br:1][C:2]1[CH:3]=[CH:4][C:5]([O:11][CH:12]2[CH2:16][CH2:15][CH2:14][CH2:13]2)=[C:6]([C:8](=O)[CH3:9])[CH:7]=1.Cl.[NH2:18][OH:19].N1C=CC=CC=1. The catalyst is C(Cl)(Cl)Cl.CO. The product is [Br:1][C:2]1[CH:3]=[CH:4][C:5]([O:11][CH:12]2[CH2:16][CH2:15][CH2:14][CH2:13]2)=[C:6]([C:8](=[N:18][OH:19])[CH3:9])[CH:7]=1. The yield is 0.870.